From a dataset of Catalyst prediction with 721,799 reactions and 888 catalyst types from USPTO. Predict which catalyst facilitates the given reaction. (1) Reactant: [C:1]1([S:7]([N:10]2[C:14]3=[N:15][CH:16]=[CH:17][C:18]([O:19][CH3:20])=[C:13]3[CH:12]=[C:11]2I)(=[O:9])=[O:8])[CH:6]=[CH:5][CH:4]=[CH:3][CH:2]=1.C([Sn](CCCC)(CCCC)[C:27]1[CH2:31][CH2:30][CH2:29][CH:28]=1)CCC. Product: [C:1]1([S:7]([N:10]2[C:14]3[C:13](=[C:18]([O:19][CH3:20])[CH:17]=[CH:16][N:15]=3)[CH:12]=[C:11]2[C:27]2[CH2:31][CH2:30][CH2:29][CH:28]=2)(=[O:9])=[O:8])[CH:6]=[CH:5][CH:4]=[CH:3][CH:2]=1. The catalyst class is: 233. (2) Reactant: [Cl:1][C:2]1[C:3]([F:12])=[C:4]([CH:8]=[CH:9][C:10]=1[F:11])[C:5](O)=[O:6].C(Cl)(=O)C([Cl:16])=O. Product: [Cl:1][C:2]1[C:3]([F:12])=[C:4]([CH:8]=[CH:9][C:10]=1[F:11])[C:5]([Cl:16])=[O:6]. The catalyst class is: 139.